Dataset: Full USPTO retrosynthesis dataset with 1.9M reactions from patents (1976-2016). Task: Predict the reactants needed to synthesize the given product. Given the product [C:21]([O:20][C:18]([N:14]1[CH2:15][CH2:16][CH2:17][C@H:13]1[C:11]1[O:12][C:8]([C:5]2[CH:6]=[CH:7][C:2]([B:25]([OH:29])[OH:26])=[CH:3][CH:4]=2)=[N:9][N:10]=1)=[O:19])([CH3:24])([CH3:23])[CH3:22], predict the reactants needed to synthesize it. The reactants are: I[C:2]1[CH:7]=[CH:6][C:5]([C:8]2[O:12][C:11]([C@@H:13]3[CH2:17][CH2:16][CH2:15][N:14]3[C:18]([O:20][C:21]([CH3:24])([CH3:23])[CH3:22])=[O:19])=[N:10][N:9]=2)=[CH:4][CH:3]=1.[B:25]1(B2OC(C)(C)C(C)(C)O2)[O:29]C(C)(C)C(C)(C)[O:26]1.CC([O-])=O.[K+].B(O)O.